From a dataset of Catalyst prediction with 721,799 reactions and 888 catalyst types from USPTO. Predict which catalyst facilitates the given reaction. The catalyst class is: 9. Reactant: Cl[CH2:2][CH2:3][O:4][CH2:5][CH2:6][OH:7].[C:8]1(=[O:18])[NH:12][C:11](=[O:13])[C:10]2=[CH:14][CH:15]=[CH:16][CH:17]=[C:9]12.[K]. Product: [C:8]1(=[O:18])[N:12]([CH2:2][CH2:3][O:4][CH2:5][CH2:6][OH:7])[C:11](=[O:13])[C:10]2=[CH:14][CH:15]=[CH:16][CH:17]=[C:9]12.